This data is from Forward reaction prediction with 1.9M reactions from USPTO patents (1976-2016). The task is: Predict the product of the given reaction. (1) Given the reactants [Cl:1][C:2]1[CH:3]=[C:4]2[C:9](=[CH:10][C:11]=1[O:12][C:13]1[CH:18]=[CH:17][C:16]([C:19](=[O:34])[NH:20][C:21]3[CH:26]=[CH:25][C:24]([C:27]4[CH:32]=[CH:31][C:30]([Cl:33])=[CH:29][CH:28]=4)=[CH:23][N:22]=3)=[CH:15][CH:14]=1)[O:8][CH2:7][CH2:6][CH:5]2[C:35]([O:37]CC)=[O:36].[OH-].[Na+].C(O)C, predict the reaction product. The product is: [Cl:1][C:2]1[CH:3]=[C:4]2[C:9](=[CH:10][C:11]=1[O:12][C:13]1[CH:14]=[CH:15][C:16]([C:19](=[O:34])[NH:20][C:21]3[CH:26]=[CH:25][C:24]([C:27]4[CH:32]=[CH:31][C:30]([Cl:33])=[CH:29][CH:28]=4)=[CH:23][N:22]=3)=[CH:17][CH:18]=1)[O:8][CH2:7][CH2:6][CH:5]2[C:35]([OH:37])=[O:36]. (2) Given the reactants [F:1][C:2]1[C:7]([CH3:8])=[CH:6][C:5]([C:9]2[CH:14]=[CH:13][CH:12]=[C:11]([F:15])[CH:10]=2)=[CH:4][C:3]=1[CH2:16][NH:17][C:18]1[C:19]([CH3:33])=[C:20]([CH:29]=[CH:30][C:31]=1[CH3:32])[O:21][CH2:22][C:23]([O:25]C(C)C)=[O:24].[Li+].[OH-], predict the reaction product. The product is: [F:1][C:2]1[C:7]([CH3:8])=[CH:6][C:5]([C:9]2[CH:14]=[CH:13][CH:12]=[C:11]([F:15])[CH:10]=2)=[CH:4][C:3]=1[CH2:16][NH:17][C:18]1[C:19]([CH3:33])=[C:20]([CH:29]=[CH:30][C:31]=1[CH3:32])[O:21][CH2:22][C:23]([OH:25])=[O:24]. (3) Given the reactants [Cl:1][C:2]1[CH:9]=[CH:8][C:5]([C:6]#[N:7])=[C:4]([O:10][C:11]2[CH:16]=[CH:15][CH:14]=[C:13]([CH:17]=O)[CH:12]=2)[CH:3]=1.CN.[C:21]([BH3-])#[N:22].[Na+].[C:25]([OH:32])(=[O:31])/[CH:26]=[CH:27]/[C:28]([OH:30])=[O:29], predict the reaction product. The product is: [C:25]([OH:32])(=[O:31])/[CH:26]=[CH:27]/[C:28]([OH:30])=[O:29].[Cl:1][C:2]1[CH:9]=[CH:8][C:5]([C:6]#[N:7])=[C:4]([O:10][C:11]2[CH:16]=[CH:15][CH:14]=[C:13]([CH2:17][NH:22][CH3:21])[CH:12]=2)[CH:3]=1. (4) Given the reactants [C:1]([O:5][C:6](=[O:29])[N:7]([C:15]1[CH:20]=[CH:19][CH:18]=[C:17]([C:21]2[C:26]([Cl:27])=[CH:25][N:24]=[C:23](F)[CH:22]=2)[CH:16]=1)[CH2:8][CH:9]1[CH2:14][CH2:13][O:12][CH2:11][CH2:10]1)([CH3:4])([CH3:3])[CH3:2].[OH-].[NH4+:31], predict the reaction product. The product is: [C:1]([O:5][C:6](=[O:29])[N:7]([C:15]1[CH:20]=[CH:19][CH:18]=[C:17]([C:21]2[C:26]([Cl:27])=[CH:25][N:24]=[C:23]([NH2:31])[CH:22]=2)[CH:16]=1)[CH2:8][CH:9]1[CH2:14][CH2:13][O:12][CH2:11][CH2:10]1)([CH3:4])([CH3:3])[CH3:2].